Dataset: Catalyst prediction with 721,799 reactions and 888 catalyst types from USPTO. Task: Predict which catalyst facilitates the given reaction. (1) Reactant: Cl.[NH2:2][CH2:3][CH:4]([C:13]1[CH:18]=[CH:17][CH:16]=[C:15]([O:19][CH3:20])[CH:14]=1)[CH2:5][CH2:6][CH2:7][C:8]([O:10][CH2:11][CH3:12])=[O:9].[CH:21](OCC)=[O:22]. Product: [CH:21]([NH:2][CH2:3][CH:4]([C:13]1[CH:18]=[CH:17][CH:16]=[C:15]([O:19][CH3:20])[CH:14]=1)[CH2:5][CH2:6][CH2:7][C:8]([O:10][CH2:11][CH3:12])=[O:9])=[O:22]. The catalyst class is: 28. (2) Reactant: C[O:2][C:3]([C:5]1[S:9][C:8]([N:10]2[CH2:15][CH2:14][N:13]([C:16](=[O:24])[CH2:17][C:18]3[CH:23]=[CH:22][CH:21]=[CH:20][CH:19]=3)[CH2:12][CH2:11]2)=[N:7][CH:6]=1)=[O:4].Cl.NO.C[O-].[Na+].CO.Cl. Product: [C:18]1([CH2:17][C:16]([N:13]2[CH2:14][CH2:15][N:10]([C:8]3[S:9][C:5]([C:3]([OH:4])=[O:2])=[CH:6][N:7]=3)[CH2:11][CH2:12]2)=[O:24])[CH:23]=[CH:22][CH:21]=[CH:20][CH:19]=1. The catalyst class is: 12.